From a dataset of Forward reaction prediction with 1.9M reactions from USPTO patents (1976-2016). Predict the product of the given reaction. (1) Given the reactants [Cl:1][C:2]1[CH:3]=[C:4]([NH:16][C:17]2[C:18]3[N:25]([CH2:26][CH2:27][NH:28][C:29](=[O:37])[C:30]([CH3:36])([S:32]([CH3:35])(=[O:34])=[O:33])[CH3:31])[CH:24]=[CH:23][C:19]=3[N:20]=[CH:21][N:22]=2)[CH:5]=[CH:6][C:7]=1[O:8][C:9]1[CH:14]=[CH:13][CH:12]=[C:11]([Cl:15])[CH:10]=1.Cl.C(OCC)(=O)C, predict the reaction product. The product is: [ClH:1].[Cl:1][C:2]1[CH:3]=[C:4]([NH:16][C:17]2[C:18]3[N:25]([CH2:26][CH2:27][NH:28][C:29](=[O:37])[C:30]([CH3:31])([S:32]([CH3:35])(=[O:33])=[O:34])[CH3:36])[CH:24]=[CH:23][C:19]=3[N:20]=[CH:21][N:22]=2)[CH:5]=[CH:6][C:7]=1[O:8][C:9]1[CH:14]=[CH:13][CH:12]=[C:11]([Cl:15])[CH:10]=1. (2) Given the reactants [CH:1]1[CH:2]=[CH:3][C:4]2[S:9][CH:8]=[CH:7][C:5]=2[CH:6]=1.[Br:10][C:11]1[CH:12]=[C:13]([CH:16]=[CH:17][C:18]=1[F:19])[CH:14]=O, predict the reaction product. The product is: [S:9]1[C:8]([CH2:14][C:13]2[CH:16]=[CH:17][C:18]([F:19])=[C:11]([Br:10])[CH:12]=2)=[CH:7][C:5]2[CH:6]=[CH:1][CH:2]=[CH:3][C:4]1=2. (3) Given the reactants [NH2:1][C:2]1[CH:11]=[C:10]([C:12]([O:14][CH3:15])=[O:13])[CH:9]=[CH:8][C:3]=1[C:4]([O:6]C)=O.[Cl:16][C:17]1[CH:18]=[C:19]([CH2:23][C:24]#[N:25])[CH:20]=[CH:21][CH:22]=1.O1CCOCC1.Cl.N, predict the reaction product. The product is: [Cl:16][C:17]1[CH:18]=[C:19]([CH:20]=[CH:21][CH:22]=1)[CH2:23][C:24]1[NH:25][C:4](=[O:6])[C:3]2[C:2](=[CH:11][C:10]([C:12]([O:14][CH3:15])=[O:13])=[CH:9][CH:8]=2)[N:1]=1. (4) Given the reactants [C:1]([C:5]1[N:6]=[C:7]([N:16]2[CH2:20][CH2:19][C:18]([F:22])([F:21])[CH2:17]2)[C:8]2[N:13]=[N:12][N:11]([CH2:14][CH3:15])[C:9]=2[N:10]=1)([CH3:4])([CH3:3])[CH3:2].C(C1N=C(N2CCC(F)(F)C2)C2N=NNC=2N=1)(C)(C)C.ClCC1[O:49][N:48]=[C:47]([CH3:50])[N:46]=1, predict the reaction product. The product is: [C:1]([C:5]1[N:6]=[C:7]([N:16]2[CH2:20][CH2:19][C:18]([F:21])([F:22])[CH2:17]2)[C:8]2[N:13]=[N:12][N:11]([CH2:14][C:15]3[O:49][N:48]=[C:47]([CH3:50])[N:46]=3)[C:9]=2[N:10]=1)([CH3:2])([CH3:3])[CH3:4]. (5) Given the reactants [NH2:1][C:2]1[C:3]([CH3:21])=[C:4]([CH:17]=[C:18]([Br:20])[CH:19]=1)[CH2:5][C:6]1[N:7]=[CH:8][N:9](S(N(C)C)(=O)=O)[CH:10]=1.[CH2:22]([S:24](Cl)(=[O:26])=[O:25])[CH3:23], predict the reaction product. The product is: [Br:20][C:18]1[CH:17]=[C:4]([CH2:5][C:6]2[N:7]=[CH:8][NH:9][CH:10]=2)[C:3]([CH3:21])=[C:2]([NH:1][S:24]([CH2:22][CH3:23])(=[O:26])=[O:25])[CH:19]=1. (6) Given the reactants [F:1][C:2]1[CH:3]=[C:4]2[C:8](=[CH:9][CH:10]=1)[NH:7][CH:6]=[C:5]2[CH3:11].[OH-].[K+].I[CH3:15], predict the reaction product. The product is: [F:1][C:2]1[CH:3]=[C:4]2[C:8](=[CH:9][CH:10]=1)[N:7]([CH3:15])[CH:6]=[C:5]2[CH3:11]. (7) Given the reactants [NH:1]1[CH:5]=[C:4]([C:6]#[N:7])[N:3]=[CH:2]1.[O-]CC.[Na+].Br[CH2:13][C:14]([O:16][CH2:17][CH3:18])=[O:15], predict the reaction product. The product is: [C:6]([C:4]1[N:3]=[CH:2][N:1]([CH2:13][C:14]([O:16][CH2:17][CH3:18])=[O:15])[CH:5]=1)#[N:7].